This data is from Forward reaction prediction with 1.9M reactions from USPTO patents (1976-2016). The task is: Predict the product of the given reaction. (1) Given the reactants [CH2:1]([O:8][C:9]1[CH:10]=[C:11](Br)[C:12]2[S:16][C:15]([NH:17][C:18]([NH:20][CH2:21][CH3:22])=[O:19])=[N:14][C:13]=2[CH:23]=1)[C:2]1[CH:7]=[CH:6][CH:5]=[CH:4][CH:3]=1.C([Sn](CCCC)(CCCC)[C:30]1[CH:35]=[CH:34][CH:33]=[CH:32][N:31]=1)CCC, predict the reaction product. The product is: [CH2:1]([O:8][C:9]1[CH:10]=[C:11]([C:30]2[CH:35]=[CH:34][CH:33]=[CH:32][N:31]=2)[C:12]2[S:16][C:15]([NH:17][C:18]([NH:20][CH2:21][CH3:22])=[O:19])=[N:14][C:13]=2[CH:23]=1)[C:2]1[CH:7]=[CH:6][CH:5]=[CH:4][CH:3]=1. (2) Given the reactants CN(C)C=O.P(Cl)(Cl)(Cl)=O.[Cl:11][C:12]1[N:17]=[C:16]([C:18](=[NH:22])[NH:19][C:20]#[N:21])[CH:15]=[CH:14][N:13]=1.[CH2:23](Cl)[Cl:24], predict the reaction product. The product is: [Cl:24][C:23]1[N:22]=[C:18]([C:16]2[CH:15]=[CH:14][N:13]=[C:12]([Cl:11])[N:17]=2)[N:19]=[CH:20][N:21]=1. (3) Given the reactants [CH3:1][O:2][C:3]1[CH:12]=[C:11]2[C:6]([N:7]([CH3:15])[C:8](=[O:14])[CH:9]3[CH2:13][CH:10]32)=[CH:5][CH:4]=1.C1N2CN3CN(C2)CN1C3.FC(F)(F)[C:28](O)=[O:29], predict the reaction product. The product is: [CH3:1][O:2][C:3]1[CH:12]=[C:11]2[C:6]([N:7]([CH3:15])[C:8](=[O:14])[CH:9]3[CH2:13][CH:10]32)=[CH:5][C:4]=1[CH:28]=[O:29]. (4) Given the reactants Br[C:2]1[S:3][CH:4]=[C:5]([C:7]2[CH:12]=[CH:11][C:10]([NH:13][S:14]([C:17]([F:20])([F:19])[F:18])(=[O:16])=[O:15])=[CH:9][C:8]=2[Cl:21])[N:6]=1.[N:22]1([C:28]2[CH:33]=[C:32](B(O)O)[CH:31]=[CH:30][N:29]=2)[CH2:27][CH2:26][CH2:25][CH2:24][CH2:23]1.C(=O)([O-])[O-].[Na+].[Na+].CN(C)C=O, predict the reaction product. The product is: [Cl:21][C:8]1[CH:9]=[C:10]([NH:13][S:14]([C:17]([F:20])([F:19])[F:18])(=[O:16])=[O:15])[CH:11]=[CH:12][C:7]=1[C:5]1[N:6]=[C:2]([C:32]2[CH:31]=[CH:30][N:29]=[C:28]([N:22]3[CH2:23][CH2:24][CH2:25][CH2:26][CH2:27]3)[CH:33]=2)[S:3][CH:4]=1. (5) Given the reactants C([Si](C1C=CC=CC=1)(C1C=CC=CC=1)[O:6][CH2:7][C@@H:8]1[C@@H:13]([O:14][CH2:15][C:16]2[CH:21]=[CH:20][CH:19]=[CH:18][CH:17]=2)[C@H:12]([O:22][CH2:23][C:24]2[CH:29]=[CH:28][CH:27]=[CH:26][CH:25]=2)[C@H:11]([O:30][CH2:31][C:32]2[CH:37]=[CH:36][CH:35]=[CH:34][CH:33]=2)[C@@H:10]([O:38][C:39]2[CH:44]=[CH:43][C:42]([I:45])=[CH:41][CH:40]=2)[O:9]1)(C)(C)C.C(O)(=O)C.[F-].C([N+](CCCC)(CCCC)CCCC)CCC, predict the reaction product. The product is: [CH2:15]([O:14][C@H:13]1[C@H:12]([O:22][CH2:23][C:24]2[CH:29]=[CH:28][CH:27]=[CH:26][CH:25]=2)[C@H:11]([O:30][CH2:31][C:32]2[CH:37]=[CH:36][CH:35]=[CH:34][CH:33]=2)[C@@H:10]([O:38][C:39]2[CH:40]=[CH:41][C:42]([I:45])=[CH:43][CH:44]=2)[O:9][C@@H:8]1[CH2:7][OH:6])[C:16]1[CH:17]=[CH:18][CH:19]=[CH:20][CH:21]=1. (6) Given the reactants CCN=C=NCCCN(C)C.[F:12][C:13]1[CH:18]=[CH:17][C:16]([N:19]2[C:24](=[O:25])[C:23]([C:26]([OH:28])=O)=[CH:22][CH:21]=[N:20]2)=[CH:15][CH:14]=1.CCN(C(C)C)C(C)C.[CH3:38][O:39][C:40]1[CH:79]=[CH:78][C:43]([CH2:44][N:45]2[C:49]3=[N:50][CH:51]=[CH:52][C:53]([O:54][C:55]4[CH:60]=[CH:59][C:58]([NH2:61])=[CH:57][C:56]=4[F:62])=[C:48]3[C:47]([NH:63][C@H:64]3[CH2:69][CH2:68][N:67]([C:70]([O:72][C:73]([CH3:76])([CH3:75])[CH3:74])=[O:71])[CH2:66][C@H:65]3[F:77])=[N:46]2)=[CH:42][CH:41]=1.C1C=CC2N(O)N=NC=2C=1, predict the reaction product. The product is: [CH3:38][O:39][C:40]1[CH:41]=[CH:42][C:43]([CH2:44][N:45]2[C:49]3=[N:50][CH:51]=[CH:52][C:53]([O:54][C:55]4[CH:60]=[CH:59][C:58]([NH:61][C:26]([C:23]5[C:24](=[O:25])[N:19]([C:16]6[CH:15]=[CH:14][C:13]([F:12])=[CH:18][CH:17]=6)[N:20]=[CH:21][CH:22]=5)=[O:28])=[CH:57][C:56]=4[F:62])=[C:48]3[C:47]([NH:63][C@H:64]3[CH2:69][CH2:68][N:67]([C:70]([O:72][C:73]([CH3:76])([CH3:74])[CH3:75])=[O:71])[CH2:66][C@H:65]3[F:77])=[N:46]2)=[CH:78][CH:79]=1. (7) Given the reactants [F:1][C:2]1[CH:7]=[CH:6][C:5]([C:8]2[C:12]([CH2:13][O:14][C:15]3[CH:16]=[C:17]([C:21](O)=[O:22])[N:18]([CH3:20])[N:19]=3)=[C:11]([CH3:24])[O:10][N:9]=2)=[CH:4][CH:3]=1.[F:25][C:26]([F:30])([F:29])[CH2:27][NH2:28], predict the reaction product. The product is: [F:25][C:26]([F:30])([F:29])[CH2:27][NH:28][C:21]([C:17]1[N:18]([CH3:20])[N:19]=[C:15]([O:14][CH2:13][C:12]2[C:8]([C:5]3[CH:6]=[CH:7][C:2]([F:1])=[CH:3][CH:4]=3)=[N:9][O:10][C:11]=2[CH3:24])[CH:16]=1)=[O:22]. (8) Given the reactants [CH3:1][CH2:2][N:3]([CH2:6][C:7]([NH:9][C:10]1[C:11]([CH3:17])=[CH:12][CH:13]=[CH:14][C:15]=1[CH3:16])=[O:8])[CH2:4][CH3:5].Cl.[OH-].[Na+], predict the reaction product. The product is: [CH3:5][CH2:4][N:3]([CH2:6][C:7]([NH:9][C:10]1[C:15]([CH3:16])=[CH:14][CH:13]=[CH:12][C:11]=1[CH3:17])=[O:8])[CH2:2][CH3:1].